From a dataset of Full USPTO retrosynthesis dataset with 1.9M reactions from patents (1976-2016). Predict the reactants needed to synthesize the given product. (1) Given the product [F:22][C:23]1[CH:24]=[CH:25][C:26]([C:27]([CH:29]2[CH2:30][CH2:31][N:32]([CH2:35][C:36]([N:7]([CH2:6][C:5]3[CH:4]=[CH:3][C:2]([F:1])=[CH:21][CH:20]=3)[CH2:8][C:9]3[NH:10][C:11](=[O:19])[C:12]4[CH2:18][O:17][CH2:16][CH2:15][C:13]=4[N:14]=3)=[O:37])[CH2:33][CH2:34]2)=[O:28])=[CH:39][CH:40]=1, predict the reactants needed to synthesize it. The reactants are: [F:1][C:2]1[CH:21]=[CH:20][C:5]([CH2:6][NH:7][CH2:8][C:9]2[NH:10][C:11](=[O:19])[C:12]3[CH2:18][O:17][CH2:16][CH2:15][C:13]=3[N:14]=2)=[CH:4][CH:3]=1.[F:22][C:23]1[CH:40]=[CH:39][C:26]([C:27]([CH:29]2[CH2:34][CH2:33][N:32]([CH2:35][C:36](O)=[O:37])[CH2:31][CH2:30]2)=[O:28])=[CH:25][CH:24]=1. (2) Given the product [Br:1][C:2]1[CH:3]=[C:4]([CH:9]=[C:10]([NH:14][CH2:15][CH2:16][CH2:17][CH3:18])[C:11]=1[OH:12])[C:5]([O:7][CH3:8])=[O:6], predict the reactants needed to synthesize it. The reactants are: [Br:1][C:2]1[CH:3]=[C:4]([CH:9]=[C:10]([NH:14][CH2:15][CH2:16][CH2:17][CH3:18])[C:11]=1[O:12]C)[C:5]([O:7][CH3:8])=[O:6].B(Br)(Br)Br.